Dataset: Catalyst prediction with 721,799 reactions and 888 catalyst types from USPTO. Task: Predict which catalyst facilitates the given reaction. (1) Reactant: [N:1]1([CH2:7][CH2:8][OH:9])[CH2:6][CH2:5][NH:4][CH2:3][CH2:2]1.[CH3:10][Si:11]([CH3:30])([CH2:24][CH2:25][Si:26]([CH3:29])([CH3:28])[CH3:27])[O:12][Si:13]([CH3:23])([CH3:22])[CH2:14][CH2:15][CH2:16][O:17][CH2:18][CH:19]1[CH2:21][O:20]1. Product: [OH:9][CH2:8][CH2:7][N:1]1[CH2:6][CH2:5][N:4]([CH2:21][CH:19]([OH:20])[CH2:18][O:17][CH2:16][CH2:15][CH2:14][Si:13]([CH3:22])([CH3:23])[O:12][Si:11]([CH3:30])([CH3:10])[CH2:24][CH2:25][Si:26]([CH3:29])([CH3:28])[CH3:27])[CH2:3][CH2:2]1. The catalyst class is: 8. (2) Reactant: Cl.[NH2:2][OH:3].C([O-])(O)=O.[Na+].[CH3:9][O:10][C:11]1[CH:18]=[CH:17][C:14]([C:15]#[N:16])=[C:13]([C:19]([F:22])([F:21])[F:20])[CH:12]=1. Product: [OH:3][N:2]=[C:15]([NH2:16])[C:14]1[CH:17]=[CH:18][C:11]([O:10][CH3:9])=[CH:12][C:13]=1[C:19]([F:22])([F:20])[F:21]. The catalyst class is: 5. (3) The catalyst class is: 631. Product: [CH2:46]([O:45][C:43]([CH2:42][CH2:41][C:27]1[C:28]([O:32][CH2:33][CH2:34][CH2:35][C:36]([O:38][CH2:39][CH3:40])=[O:37])=[CH:29][CH:30]=[CH:31][C:26]=1[CH2:25][CH2:24][CH2:23][CH2:22][CH2:21][CH2:20][O:19][C:9]1[CH:8]=[C:7]([CH:12]=[C:11]([C:13]2[C:17]([CH3:18])=[CH:16][S:15][CH:14]=2)[CH:10]=1)[C:6]([OH:48])=[O:5])=[O:44])[CH3:47]. Reactant: C([O:5][C:6](=[O:48])[C:7]1[CH:12]=[C:11]([C:13]2[C:17]([CH3:18])=[CH:16][S:15][CH:14]=2)[CH:10]=[C:9]([O:19][CH2:20][CH2:21][CH2:22][CH2:23][CH2:24][CH2:25][C:26]2[CH:31]=[CH:30][CH:29]=[C:28]([O:32][CH2:33][CH2:34][CH2:35][C:36]([O:38][CH2:39][CH3:40])=[O:37])[C:27]=2[CH2:41][CH2:42][C:43]([O:45][CH2:46][CH3:47])=[O:44])[CH:8]=1)(C)(C)C. (4) Reactant: [C:1](OC(=O)C)(=[O:3])[CH3:2].[O:8]1[C:12]2[CH:13]=[CH:14][CH:15]=[CH:16][C:11]=2[NH:10][C:9]1=[O:17].C(=O)([O-])[O-].[K+].[K+].O. Product: [C:1]([N:10]1[C:11]2[CH:16]=[CH:15][CH:14]=[CH:13][C:12]=2[O:8][C:9]1=[O:17])(=[O:3])[CH3:2]. The catalyst class is: 21. (5) Reactant: O.C([O:9][C:10]1[CH:18]=[C:17]2[C:13]([C:14]([CH2:25][O:26][CH3:27])=[N:15][N:16]2[CH:19]2[CH2:24][CH2:23][CH2:22][CH2:21][O:20]2)=[CH:12][CH:11]=1)C1C=CC=CC=1. Product: [CH3:27][O:26][CH2:25][C:14]1[C:13]2[C:17](=[CH:18][C:10]([OH:9])=[CH:11][CH:12]=2)[N:16]([CH:19]2[CH2:24][CH2:23][CH2:22][CH2:21][O:20]2)[N:15]=1. The catalyst class is: 354. (6) Reactant: [Cl:1][C:2]1[CH:7]=[CH:6][C:5]([CH2:8][C@@H:9]([NH:33][C:34]([C@@H:36]2[CH2:45][C:44]3[C:39](=[CH:40][CH:41]=[CH:42][CH:43]=3)[CH2:38][N:37]2C(OC(C)(C)C)=O)=[O:35])[C:10]([N:12]2[CH2:17][CH2:16][CH:15]([C:18]3[CH:23]=[CH:22][CH:21]=[CH:20][C:19]=3[N:24]([CH2:29][CH:30]3[CH2:32][CH2:31]3)[S:25]([CH3:28])(=[O:27])=[O:26])[CH2:14][CH2:13]2)=[O:11])=[CH:4][CH:3]=1.Cl. The catalyst class is: 25. Product: [Cl:1][C:2]1[CH:7]=[CH:6][C:5]([CH2:8][C@@H:9]([NH:33][C:34]([C@@H:36]2[CH2:45][C:44]3[C:39](=[CH:40][CH:41]=[CH:42][CH:43]=3)[CH2:38][NH:37]2)=[O:35])[C:10]([N:12]2[CH2:13][CH2:14][CH:15]([C:18]3[CH:23]=[CH:22][CH:21]=[CH:20][C:19]=3[N:24]([CH2:29][CH:30]3[CH2:31][CH2:32]3)[S:25]([CH3:28])(=[O:26])=[O:27])[CH2:16][CH2:17]2)=[O:11])=[CH:4][CH:3]=1. (7) Reactant: [C:1]([O:5][C:6]([NH:8][CH2:9][C@H:10]1[CH2:15][CH2:14][C@H:13]([C:16]([NH:18][C@H:19]([C:38](=[O:51])[NH:39][C:40]2[CH:45]=[CH:44][C:43]([C:46]3[N:47]=[N:48][NH:49][N:50]=3)=[CH:42][CH:41]=2)[CH2:20][C:21]2[CH:26]=[CH:25][C:24]([C:27]3[CH:32]=[CH:31][C:30]([CH3:33])=[C:29]([C:34]([O:36]C)=[O:35])[CH:28]=3)=[CH:23][CH:22]=2)=[O:17])[CH2:12][CH2:11]1)=[O:7])([CH3:4])([CH3:3])[CH3:2].[OH-].[Li+].O.Cl. Product: [C:1]([O:5][C:6]([NH:8][CH2:9][C@H:10]1[CH2:15][CH2:14][C@H:13]([C:16]([NH:18][C@H:19]([C:38](=[O:51])[NH:39][C:40]2[CH:45]=[CH:44][C:43]([C:46]3[N:47]=[N:48][NH:49][N:50]=3)=[CH:42][CH:41]=2)[CH2:20][C:21]2[CH:26]=[CH:25][C:24]([C:27]3[CH:32]=[CH:31][C:30]([CH3:33])=[C:29]([C:34]([OH:36])=[O:35])[CH:28]=3)=[CH:23][CH:22]=2)=[O:17])[CH2:12][CH2:11]1)=[O:7])([CH3:4])([CH3:2])[CH3:3]. The catalyst class is: 1. (8) Reactant: C([O-])(=O)C.[Li+].[Si:6]([O:13][C@@H:14]1[N:20]([C:21]([O:23][CH2:24][CH:25]=[CH2:26])=[O:22])[C:19]2[CH:27]=[C:28]([O:33][Si](C(C)C)(C(C)C)C(C)C)[C:29]([O:31][CH3:32])=[CH:30][C:18]=2[C:17](=[O:44])[N:16]2[CH:45]=[C:46]([CH3:48])[CH2:47][C@@H:15]12)([C:9]([CH3:12])([CH3:11])[CH3:10])([CH3:8])[CH3:7]. Product: [Si:6]([O:13][C@@H:14]1[N:20]([C:21]([O:23][CH2:24][CH:25]=[CH2:26])=[O:22])[C:19]2[CH:27]=[C:28]([OH:33])[C:29]([O:31][CH3:32])=[CH:30][C:18]=2[C:17](=[O:44])[N:16]2[CH:45]=[C:46]([CH3:48])[CH2:47][C@@H:15]12)([C:9]([CH3:10])([CH3:11])[CH3:12])([CH3:7])[CH3:8]. The catalyst class is: 42. (9) Reactant: [C:1]([OH:16])(=[O:15])[CH2:2][CH2:3][CH2:4][CH2:5][CH2:6][CH2:7][CH2:8][CH2:9][CH2:10][CH2:11][CH2:12][CH2:13][CH3:14].C1(C)C=CC=CC=1.[CH2:24](O)[CH2:25][OH:26]. Product: [C:1]([O:16][CH2:24][CH2:25][OH:26])(=[O:15])[CH2:2][CH2:3][CH2:4][CH2:5][CH2:6][CH2:7][CH2:8][CH2:9][CH2:10][CH2:11][CH2:12][CH2:13][CH3:14]. The catalyst class is: 626.